From a dataset of Forward reaction prediction with 1.9M reactions from USPTO patents (1976-2016). Predict the product of the given reaction. Given the reactants [OH:1][C:2]1([C:8]2[CH:9]=[C:10]([CH:14]3[O:19][C:18]4[CH:20]=[CH:21][CH:22]=[C:23]([C:24]([NH2:26])=O)[C:17]=4[O:16][CH2:15]3)[CH:11]=[N:12][CH:13]=2)[CH2:7][CH2:6][O:5][CH2:4][CH2:3]1.O, predict the reaction product. The product is: [OH:1][C:2]1([C:8]2[CH:9]=[C:10]([CH:14]3[O:19][C:18]4[CH:20]=[CH:21][CH:22]=[C:23]([C:24]#[N:26])[C:17]=4[O:16][CH2:15]3)[CH:11]=[N:12][CH:13]=2)[CH2:7][CH2:6][O:5][CH2:4][CH2:3]1.